From a dataset of Catalyst prediction with 721,799 reactions and 888 catalyst types from USPTO. Predict which catalyst facilitates the given reaction. (1) Reactant: Br[C:2]1[CH:3]=[C:4]2[C:16](=[CH:17][CH:18]=1)[O:15][C:7]1([CH2:12][CH2:11][CH:10]([O:13][CH3:14])[CH2:9][CH2:8]1)[CH2:6][C:5]2=[O:19].[C:20]([C:22]1[CH:23]=[C:24](B(O)O)[CH:25]=[CH:26][CH:27]=1)#[N:21].C(=O)([O-])[O-].[Cs+].[Cs+]. Product: [CH3:14][O:13][CH:10]1[CH2:11][CH2:12][C:7]2([CH2:6][C:5](=[O:19])[C:4]3[C:16](=[CH:17][CH:18]=[C:2]([C:26]4[CH:27]=[C:22]([CH:23]=[CH:24][CH:25]=4)[C:20]#[N:21])[CH:3]=3)[O:15]2)[CH2:8][CH2:9]1. The catalyst class is: 551. (2) Reactant: [I:1][C:2]1[CH:3]=[C:4]2[C:8](=[CH:9][CH:10]=1)[NH:7][C:6](=[O:11])[C:5]2=O.[O:13]([C:20]1[CH:29]=[CH:28][C:23]([C:24]([NH:26][NH2:27])=[O:25])=[CH:22][CH:21]=1)[C:14]1[CH:19]=[CH:18][CH:17]=[CH:16][CH:15]=1. Product: [I:1][C:2]1[CH:3]=[C:4]2[C:8](=[CH:9][CH:10]=1)[NH:7][C:6](=[O:11])[C:5]2=[N:27][NH:26][C:24](=[O:25])[C:23]1[CH:22]=[CH:21][C:20]([O:13][C:14]2[CH:19]=[CH:18][CH:17]=[CH:16][CH:15]=2)=[CH:29][CH:28]=1. The catalyst class is: 15. (3) Reactant: [CH3:1][O:2][N:3]1[C:11]2[C:6](=[C:7]([O:15][CH3:16])[CH:8]=[C:9]([C:12]([OH:14])=O)[CH:10]=2)[CH:5]=[CH:4]1.Cl.[NH:18]1[C:22]([C:23]2[CH:24]=[C:25]3[C:35](=[CH:36][CH:37]=2)[O:34][C:28]2([CH2:33][CH2:32][NH:31][CH2:30][CH2:29]2)[CH2:27][C:26]3=[O:38])=[N:21][N:20]=[N:19]1.CCN=C=NCCCN(C)C.C1C=CC2N(O)N=NC=2C=1. Product: [CH3:1][O:2][N:3]1[C:11]2[C:6](=[C:7]([O:15][CH3:16])[CH:8]=[C:9]([C:12]([N:31]3[CH2:32][CH2:33][C:28]4([CH2:27][C:26](=[O:38])[C:25]5[C:35](=[CH:36][CH:37]=[C:23]([C:22]6[NH:21][N:20]=[N:19][N:18]=6)[CH:24]=5)[O:34]4)[CH2:29][CH2:30]3)=[O:14])[CH:10]=2)[CH:5]=[CH:4]1. The catalyst class is: 851. (4) Reactant: [CH3:1][C:2]1[CH:7]=[C:6]([CH3:8])[CH:5]=[CH:4][C:3]=1[NH:9][CH2:10][CH:11]([CH3:13])[CH3:12].[C:14]([C:17]1[CH:22]=[CH:21][C:20]([S:23](Cl)(=[O:25])=[O:24])=[CH:19][CH:18]=1)(=[O:16])[CH3:15]. Product: [C:14]([C:17]1[CH:18]=[CH:19][C:20]([S:23]([N:9]([C:3]2[CH:4]=[CH:5][C:6]([CH3:8])=[CH:7][C:2]=2[CH3:1])[CH2:10][CH:11]([CH3:13])[CH3:12])(=[O:25])=[O:24])=[CH:21][CH:22]=1)(=[O:16])[CH3:15]. The catalyst class is: 17.